Dataset: Full USPTO retrosynthesis dataset with 1.9M reactions from patents (1976-2016). Task: Predict the reactants needed to synthesize the given product. (1) Given the product [CH3:11][N:10]([CH3:12])[C:9]1[CH:13]=[CH:14][CH:15]=[C:16]2[C:8]=1[CH:7]=[CH:6][CH:5]=[C:4]2[S:1]([NH:21][CH2:20][CH2:18][OH:19])(=[O:3])=[O:2], predict the reactants needed to synthesize it. The reactants are: [S:1](Cl)([C:4]1[C:16]2[CH:15]=[CH:14][CH:13]=[C:9]([N:10]([CH3:12])[CH3:11])[C:8]=2[CH:7]=[CH:6][CH:5]=1)(=[O:3])=[O:2].[CH2:18]([CH2:20][NH2:21])[OH:19].C(N(CC)CC)C. (2) Given the product [NH2:12][C:11]1[C:2]([CH3:1])=[CH:3][C:4]2=[N:8][C:7](=[O:9])[N:6]=[C:5]2[CH:10]=1, predict the reactants needed to synthesize it. The reactants are: [CH3:1][C:2]1[C:11]([N+:12]([O-])=O)=[CH:10][C:5]2=[N:6][C:7](=[O:9])[N:8]=[C:4]2[CH:3]=1.